Predict which catalyst facilitates the given reaction. From a dataset of Catalyst prediction with 721,799 reactions and 888 catalyst types from USPTO. (1) Reactant: [N-:1]([S:9]([C:12]([F:15])([F:14])[F:13])(=[O:11])=[O:10])[S:2]([C:5]([F:8])([F:7])[F:6])(=[O:4])=[O:3].[Li+].[Br-].[CH2:18]([NH3+:32])[CH2:19][CH2:20][CH2:21][CH2:22][CH2:23][CH2:24][CH2:25][CH2:26][CH2:27][CH2:28][CH2:29][CH2:30][CH3:31]. Product: [N-:1]([S:2]([C:5]([F:8])([F:6])[F:7])(=[O:4])=[O:3])[S:9]([C:12]([F:15])([F:14])[F:13])(=[O:11])=[O:10].[CH2:18]([NH3+:32])[CH2:19][CH2:20][CH2:21][CH2:22][CH2:23][CH2:24][CH2:25][CH2:26][CH2:27][CH2:28][CH2:29][CH2:30][CH3:31]. The catalyst class is: 21. (2) Reactant: [NH2:1][C:2]1[C:10]([C:11]([OH:13])=[O:12])=[C:9]2[C:5]([CH:6]=[N:7][NH:8]2)=[CH:4][C:3]=1[CH3:14].[Na].[CH3:16][O:17][C:18]1[CH:25]=[CH:24][C:21]([CH2:22]Cl)=[CH:20][CH:19]=1.[I-].[K+]. Product: [NH2:1][C:2]1[C:3]([CH3:14])=[CH:4][C:5]2[C:9]([C:10]=1[C:11]([OH:13])=[O:12])=[N:8][N:7]([CH2:22][C:21]1[CH:24]=[CH:25][C:18]([O:17][CH3:16])=[CH:19][CH:20]=1)[CH:6]=2. The catalyst class is: 9. (3) Reactant: [Si]([O:18][CH:19]1[CH2:22][N:21]([C:23]2[S:24][CH:25]=[C:26]([C:28]([N:30]3[CH2:35][CH2:34][CH2:33][CH2:32][CH2:31]3)=[O:29])[N:27]=2)[CH2:20]1)(C(C)(C)C)(C1C=CC=CC=1)C1C=CC=CC=1.[F-].C([N+](CCCC)(CCCC)CCCC)CCC. Product: [OH:18][CH:19]1[CH2:22][N:21]([C:23]2[S:24][CH:25]=[C:26]([C:28]([N:30]3[CH2:31][CH2:32][CH2:33][CH2:34][CH2:35]3)=[O:29])[N:27]=2)[CH2:20]1. The catalyst class is: 7. (4) Reactant: [CH:1]1([C:4]2(O)[C:10]3[CH:11]=[CH:12][CH:13]=[CH:14][C:9]=3[CH2:8][CH2:7][C:6]3[CH:15]=[CH:16][CH:17]=[CH:18][C:5]2=3)[CH2:3][CH2:2]1.C(O)(=O)C.[BrH:24]. Product: [Br:24][CH2:3][CH2:2][CH:1]=[C:4]1[C:10]2[CH:11]=[CH:12][CH:13]=[CH:14][C:9]=2[CH2:8][CH2:7][C:6]2[CH:15]=[CH:16][CH:17]=[CH:18][C:5]1=2. The catalyst class is: 2. (5) Reactant: [NH2:1][C@@H:2]1[C:8](=[O:9])[NH:7][C:6]2[CH:10]=[CH:11][CH:12]=[CH:13][C:5]=2[C:4]([C:14]2[CH:19]=[CH:18][CH:17]=[CH:16][CH:15]=2)=[N:3]1.C(N(CC)CC)C.[C:27]1([C:33]2[O:37][CH:36]=[N:35][C:34]=2[C:38](Cl)=[O:39])[CH:32]=[CH:31][CH:30]=[CH:29][CH:28]=1. Product: [O:9]=[C:8]1[NH:7][C:6]2[CH:10]=[CH:11][CH:12]=[CH:13][C:5]=2[C:4]([C:14]2[CH:15]=[CH:16][CH:17]=[CH:18][CH:19]=2)=[N:3][C@@H:2]1[NH:1][C:38]([C:34]1[N:35]=[CH:36][O:37][C:33]=1[C:27]1[CH:28]=[CH:29][CH:30]=[CH:31][CH:32]=1)=[O:39]. The catalyst class is: 1. (6) Reactant: [CH2:1]([N:8]1[CH2:13][CH2:12][C:11]2([O:18][C:17]3[CH:19]=[CH:20][CH:21]=[CH:22][C:16]=3[N:15]3[C:23]([CH:26]=[O:27])=[CH:24][CH:25]=[C:14]23)[CH2:10][CH2:9]1)[C:2]1[CH:7]=[CH:6][CH:5]=[CH:4][CH:3]=1.[BH4-].[Na+]. Product: [CH2:1]([N:8]1[CH2:13][CH2:12][C:11]2([O:18][C:17]3[CH:19]=[CH:20][CH:21]=[CH:22][C:16]=3[N:15]3[C:23]([CH2:26][OH:27])=[CH:24][CH:25]=[C:14]23)[CH2:10][CH2:9]1)[C:2]1[CH:7]=[CH:6][CH:5]=[CH:4][CH:3]=1. The catalyst class is: 5. (7) Reactant: [C:1]([CH2:3][C@H:4]1[CH2:8][C@H:7](OS(C)(=O)=O)[CH2:6][N:5]1[C:14]([O:16][C:17]([CH3:20])([CH3:19])[CH3:18])=[O:15])#[N:2].[N-:21]=[N+:22]=[N-:23].C([N+](CCCC)(CCCC)CCCC)CCC. Product: [N:21]([C@H:7]1[CH2:6][N:5]([C:14]([O:16][C:17]([CH3:20])([CH3:19])[CH3:18])=[O:15])[C@@H:4]([CH2:3][C:1]#[N:2])[CH2:8]1)=[N+:22]=[N-:23]. The catalyst class is: 10. (8) Reactant: [CH3:1][N:2]1[CH2:7][CH2:6][NH:5][CH2:4][CH2:3]1.[Cl:8][C:9]1[C:16](Cl)=[CH:15][C:12]([NH:13][CH3:14])=[C:11]([N+:18]([O-:20])=[O:19])[CH:10]=1.C(=O)([O-])[O-].[K+].[K+]. Product: [Cl:8][C:9]1[C:16]([N:5]2[CH2:6][CH2:7][N:2]([CH3:1])[CH2:3][CH2:4]2)=[CH:15][C:12]([NH:13][CH3:14])=[C:11]([N+:18]([O-:20])=[O:19])[CH:10]=1. The catalyst class is: 3. (9) Reactant: [OH:1][CH2:2][C:3]1[S:4][C:5]([NH:8][C:9](=[O:15])[O:10][C:11]([CH3:14])([CH3:13])[CH3:12])=[CH:6][N:7]=1. Product: [CH:2]([C:3]1[S:4][C:5]([NH:8][C:9](=[O:15])[O:10][C:11]([CH3:13])([CH3:12])[CH3:14])=[CH:6][N:7]=1)=[O:1]. The catalyst class is: 177.